From a dataset of Reaction yield outcomes from USPTO patents with 853,638 reactions. Predict the reaction yield, written as a fraction of the theoretical maximum amount of product (1.0 means a 100% yield; for example, 0.34 means a 34% yield). (1) The reactants are [Cl:1][C:2]1[CH:3]=[C:4]([S:9]([N:12]2[CH2:17][CH2:16][NH:15][C:14](=[O:18])[CH2:13]2)(=[O:11])=[O:10])[CH:5]=[CH:6][C:7]=1[Cl:8].Br[C:20]1[C:25]([C:26]([F:29])([F:28])[F:27])=[CH:24][CH:23]=[CH:22][N:21]=1.C(=O)([O-])[O-].[K+].[K+].CNCCNC. The catalyst is [Cu]I.O1CCOCC1. The product is [Cl:1][C:2]1[CH:3]=[C:4]([S:9]([N:12]2[CH2:17][CH2:16][N:15]([C:20]3[C:25]([C:26]([F:29])([F:28])[F:27])=[CH:24][CH:23]=[CH:22][N:21]=3)[C:14](=[O:18])[CH2:13]2)(=[O:11])=[O:10])[CH:5]=[CH:6][C:7]=1[Cl:8]. The yield is 0.100. (2) The reactants are [CH3:1][O:2][C:3]1[C:8]([O:9][CH3:10])=[CH:7][C:6]([OH:11])=[C:5]([N+:12]([O-:14])=[O:13])[CH:4]=1.[C:15](=O)([O-])[O-].[K+].[K+].IC. The catalyst is CN(C=O)C. The product is [CH3:1][O:2][C:3]1[CH:4]=[C:5]([N+:12]([O-:14])=[O:13])[C:6]([O:11][CH3:15])=[CH:7][C:8]=1[O:9][CH3:10]. The yield is 0.570. (3) The reactants are Br[C:2]1[CH:3]=[C:4]2[C:8](=[CH:9][CH:10]=1)[C:7](=[O:11])[CH2:6][CH2:5]2.C([O-])([O-])=O.[K+].[K+].[C:18]1(C)C=CC=C[CH:19]=1. The catalyst is C1C=CC([P]([Pd]([P](C2C=CC=CC=2)(C2C=CC=CC=2)C2C=CC=CC=2)([P](C2C=CC=CC=2)(C2C=CC=CC=2)C2C=CC=CC=2)[P](C2C=CC=CC=2)(C2C=CC=CC=2)C2C=CC=CC=2)(C2C=CC=CC=2)C2C=CC=CC=2)=CC=1. The product is [CH:18]([C:2]1[CH:3]=[C:4]2[C:8](=[CH:9][CH:10]=1)[C:7](=[O:11])[CH2:6][CH2:5]2)=[CH2:19]. The yield is 0.480. (4) The reactants are [F:1][C:2]1[CH:7]=[CH:6][CH:5]=[C:4]([F:8])[C:3]=1[CH:9]1[CH2:14][O:13][C:12]2[CH:15]=[CH:16][CH:17]=[N:18][C:11]=2[NH:10]1.[Br:19]N1C(=O)CCC1=O.CCOC(C)=O.CCCCCC. The catalyst is CC#N.CC(O)=O. The product is [Br:19][C:16]1[CH:17]=[N:18][C:11]2[NH:10][CH:9]([C:3]3[C:2]([F:1])=[CH:7][CH:6]=[CH:5][C:4]=3[F:8])[CH2:14][O:13][C:12]=2[CH:15]=1. The yield is 0.326. (5) The reactants are [CH2:1]([Li])CCC.[S:6]1[CH:10]=[CH:9][N:8]=[C:7]1[C:11]1([OH:21])[CH2:20][CH2:19][C:14]2([O:18][CH2:17][CH2:16][O:15]2)[CH2:13][CH2:12]1.CI.O. The catalyst is C1COCC1.CCOC(C)=O. The product is [CH3:1][C:10]1[S:6][C:7]([C:11]2([OH:21])[CH2:12][CH2:13][C:14]3([O:18][CH2:17][CH2:16][O:15]3)[CH2:19][CH2:20]2)=[N:8][CH:9]=1. The yield is 0.710. (6) The reactants are [C:1]([C:5]1[CH:44]=[CH:43][C:8]([C:9]([NH:11][C@@H:12]([CH2:16][C:17]2[CH:22]=[CH:21][C:20]([C:23]3[N:28]=[CH:27][C:26]([C:29]4[CH:34]=[CH:33][C:32]([O:35][CH2:36][CH2:37][CH2:38][CH2:39][CH2:40][CH2:41][CH3:42])=[CH:31][CH:30]=4)=[CH:25][N:24]=3)=[CH:19][CH:18]=2)[C:13](O)=[O:14])=[O:10])=[CH:7][CH:6]=1)([CH3:4])([CH3:3])[CH3:2].[CH3:45][S:46]([NH2:49])(=[O:48])=[O:47].C(Cl)CCl. The catalyst is CN(C1C=CN=CC=1)C.CN(C=O)C.CC(=O)OCC. The product is [C:1]([C:5]1[CH:44]=[CH:43][C:8]([C:9]([NH:11][C@@H:12]([CH2:16][C:17]2[CH:22]=[CH:21][C:20]([C:23]3[N:28]=[CH:27][C:26]([C:29]4[CH:30]=[CH:31][C:32]([O:35][CH2:36][CH2:37][CH2:38][CH2:39][CH2:40][CH2:41][CH3:42])=[CH:33][CH:34]=4)=[CH:25][N:24]=3)=[CH:19][CH:18]=2)[C:13]([NH:49][S:46]([CH3:45])(=[O:48])=[O:47])=[O:14])=[O:10])=[CH:7][CH:6]=1)([CH3:3])([CH3:2])[CH3:4]. The yield is 0.400. (7) The reactants are C([O:3][C:4]([C:6]1[CH:7]=[N:8][N:9]([CH2:15][CH2:16][O:17][CH3:18])[C:10]=1[C:11]([F:14])([F:13])[F:12])=[O:5])C.[OH-].[Li+]. The catalyst is CO.O. The product is [CH3:18][O:17][CH2:16][CH2:15][N:9]1[C:10]([C:11]([F:14])([F:12])[F:13])=[C:6]([C:4]([OH:5])=[O:3])[CH:7]=[N:8]1. The yield is 0.710.